From a dataset of Retrosynthesis with 50K atom-mapped reactions and 10 reaction types from USPTO. Predict the reactants needed to synthesize the given product. (1) Given the product Cc1onc(C2CCOCC2)c1CO, predict the reactants needed to synthesize it. The reactants are: CCOC(=O)c1c(C2CCOCC2)noc1C. (2) Given the product CS(=O)(=O)NC(=O)c1ccc(CN(Cc2ccccn2)S(=O)(=O)c2ccc(Cl)cc2)cc1, predict the reactants needed to synthesize it. The reactants are: CS(N)(=O)=O.O=C(O)c1ccc(CN(Cc2ccccn2)S(=O)(=O)c2ccc(Cl)cc2)cc1. (3) Given the product COC1CC(C)(C)Cc2c1c(C)nn2-c1ccccn1, predict the reactants needed to synthesize it. The reactants are: CI.Cc1nn(-c2ccccn2)c2c1C(O)CC(C)(C)C2. (4) Given the product CC(C)C1=C(C(=O)N2CC[C@H](C(=O)O)C2)SC2=N[C@@](C)(c3ccc(Cl)cc3)[C@@H](c3ccc(Cl)cc3)N21, predict the reactants needed to synthesize it. The reactants are: COC(=O)[C@H]1CCN(C(=O)C2=C(C(C)C)N3C(=N[C@@](C)(c4ccc(Cl)cc4)[C@H]3c3ccc(Cl)cc3)S2)C1. (5) Given the product O=C(O)CSc1nc2cnc(N3CCC(Oc4cc(F)ccc4Br)CC3)nc2[nH]1, predict the reactants needed to synthesize it. The reactants are: CCOC(=O)CSc1nc2cnc(N3CCC(Oc4cc(F)ccc4Br)CC3)nc2[nH]1. (6) Given the product Cc1c(N2CC(C)(C)CCC2=O)nc2cc(F)cc(F)c2c1Br, predict the reactants needed to synthesize it. The reactants are: CC1(C)CCC(=O)NC1.Cc1c(Br)nc2cc(F)cc(F)c2c1Br. (7) The reactants are: CS(C)=O.O=C1CCC2(CC1)OCCO2. Given the product C=C1CCC2(CC1)OCCO2, predict the reactants needed to synthesize it.